This data is from NCI-60 drug combinations with 297,098 pairs across 59 cell lines. The task is: Regression. Given two drug SMILES strings and cell line genomic features, predict the synergy score measuring deviation from expected non-interaction effect. (1) Drug 1: CC1C(C(CC(O1)OC2CC(CC3=C2C(=C4C(=C3O)C(=O)C5=C(C4=O)C(=CC=C5)OC)O)(C(=O)C)O)N)O.Cl. Drug 2: C1=NC2=C(N1)C(=S)N=C(N2)N. Cell line: ACHN. Synergy scores: CSS=74.9, Synergy_ZIP=-6.55, Synergy_Bliss=-8.11, Synergy_Loewe=-7.33, Synergy_HSA=-2.90. (2) Drug 1: CCC1=C2CN3C(=CC4=C(C3=O)COC(=O)C4(CC)O)C2=NC5=C1C=C(C=C5)O. Drug 2: COCCOC1=C(C=C2C(=C1)C(=NC=N2)NC3=CC=CC(=C3)C#C)OCCOC.Cl. Cell line: IGROV1. Synergy scores: CSS=26.1, Synergy_ZIP=-0.810, Synergy_Bliss=4.24, Synergy_Loewe=4.48, Synergy_HSA=5.06. (3) Drug 1: C1=CC(=CC=C1CC(C(=O)O)N)N(CCCl)CCCl.Cl. Drug 2: CC(C1=C(C=CC(=C1Cl)F)Cl)OC2=C(N=CC(=C2)C3=CN(N=C3)C4CCNCC4)N. Cell line: MDA-MB-435. Synergy scores: CSS=-5.69, Synergy_ZIP=-1.74, Synergy_Bliss=-6.83, Synergy_Loewe=-27.9, Synergy_HSA=-12.6. (4) Drug 1: C(CC(=O)O)C(=O)CN.Cl. Drug 2: COC1=C2C(=CC3=C1OC=C3)C=CC(=O)O2. Cell line: RPMI-8226. Synergy scores: CSS=32.7, Synergy_ZIP=-11.8, Synergy_Bliss=-4.27, Synergy_Loewe=-1.82, Synergy_HSA=-2.12. (5) Drug 1: CS(=O)(=O)C1=CC(=C(C=C1)C(=O)NC2=CC(=C(C=C2)Cl)C3=CC=CC=N3)Cl. Drug 2: B(C(CC(C)C)NC(=O)C(CC1=CC=CC=C1)NC(=O)C2=NC=CN=C2)(O)O. Cell line: OVCAR3. Synergy scores: CSS=10.2, Synergy_ZIP=-2.10, Synergy_Bliss=-0.806, Synergy_Loewe=-5.38, Synergy_HSA=-2.27. (6) Drug 1: C1CCC(C1)C(CC#N)N2C=C(C=N2)C3=C4C=CNC4=NC=N3. Drug 2: CC1OCC2C(O1)C(C(C(O2)OC3C4COC(=O)C4C(C5=CC6=C(C=C35)OCO6)C7=CC(=C(C(=C7)OC)O)OC)O)O. Cell line: HS 578T. Synergy scores: CSS=34.1, Synergy_ZIP=8.23, Synergy_Bliss=7.93, Synergy_Loewe=-8.44, Synergy_HSA=3.11.